From a dataset of Experimentally validated miRNA-target interactions with 360,000+ pairs, plus equal number of negative samples. Binary Classification. Given a miRNA mature sequence and a target amino acid sequence, predict their likelihood of interaction. (1) The miRNA is hsa-miR-34a-5p with sequence UGGCAGUGUCUUAGCUGGUUGU. The protein sequence of the target gene is MARPHPWWLCVLGTLVGLSATPAPKSCPERHYWAQGKLCCQMCEPGTFLVKDCDQHRKAAQCDPCIPGVSFSPDHHTRPHCESCRHCNSGLLVRNCTITANAECACRNGWQCRDKECTECDPLPNPSLTARSSQALSPHPQPTHLPYVSEMLEARTAGHMQTLADFRQLPARTLSTHWPPQRSLCSSDFIRILVIFSGMFLVFTLAGALFLHQRRKYRSNKGESPVEPAEPCHYSCPREEEGSTIPIQEDYRKPEPACSP. Result: 1 (interaction). (2) The miRNA is mmu-miR-294-3p with sequence AAAGUGCUUCCCUUUUGUGUGU. The protein sequence of the target gene is MGAPARKRASLLLLLLATMALVSSPGWSFSQGTPATFGPVFEEQPVGLLFPEESAEDQVTLACRARASPPATYRWKMNGTEMNLEPGSRHQLMGGNLVIMSPTKAQDAGVYQCLASNPVGTVVSKEAVLRFGFLQEFSKEERDPVKTHEGWGVMLPCNPPAHYPGLSYRWLLNEFPNFIPTDGRHFVSQTTGNLYIARTNASDLGNYSCLATSHLDFSTKSVFSKFAQLNLAAEDPRLFAPSIKARFPPETYALVGQQVTLECFAFGNPVPRIKWRKVDGSLSPQWGTAEPTLQIPSVSF.... Result: 1 (interaction).